From a dataset of Full USPTO retrosynthesis dataset with 1.9M reactions from patents (1976-2016). Predict the reactants needed to synthesize the given product. Given the product [CH:1]1([N:6]2[CH2:12][C:11]([F:14])([F:13])[C:10](=[O:15])[N:9]([CH3:16])[C:8]3[CH:17]=[N:18][C:19]([NH:21][C:22]4[CH:30]=[CH:29][C:25]([C:26]([NH:33][CH:37]5[CH2:71][CH2:70][N:69]([CH2:66][CH3:68])[CH2:72][CH2:74]5)=[O:27])=[CH:24][C:23]=4[CH3:31])=[N:20][C:7]2=3)[CH2:5][CH2:4][CH2:3][CH2:2]1, predict the reactants needed to synthesize it. The reactants are: [CH:1]1([N:6]2[CH2:12][C:11]([F:14])([F:13])[C:10](=[O:15])[N:9]([CH3:16])[C:8]3[CH:17]=[N:18][C:19]([NH:21][C:22]4[CH:30]=[CH:29][C:25]([C:26](O)=[O:27])=[CH:24][C:23]=4[CH3:31])=[N:20][C:7]2=3)[CH2:5][CH2:4][CH2:3][CH2:2]1.O[N:33]1[C:37]2C=CC=CC=2N=N1.F[P-](F)(F)(F)(F)F.CN(C(N(C)C)=[N+]1C2C=CC=CC=2[N+]([O-])=N1)C.[CH:66]([N:69]([CH:72]([CH3:74])C)[CH2:70][CH3:71])([CH3:68])C.NC1CCN(C)CC1.